This data is from Reaction yield outcomes from USPTO patents with 853,638 reactions. The task is: Predict the reaction yield, written as a fraction of the theoretical maximum amount of product (1.0 means a 100% yield; for example, 0.34 means a 34% yield). The catalyst is N1C=CC=CC=1. The yield is 0.360. The reactants are Cl.[Br:2][C:3]1[C:7]2=[N:8][CH:9]=[CH:10][CH:11]=[C:6]2[S:5][C:4]=1[NH2:12].[C:13]1([S:19]([Cl:22])(=[O:21])=[O:20])[CH:18]=[CH:17][CH:16]=[CH:15][CH:14]=1. The product is [ClH:22].[Br:2][C:3]1[C:7]2=[N:8][CH:9]=[CH:10][CH:11]=[C:6]2[S:5][C:4]=1[NH:12][S:19]([C:13]1[CH:18]=[CH:17][CH:16]=[CH:15][CH:14]=1)(=[O:21])=[O:20].